Dataset: Experimentally validated miRNA-target interactions with 360,000+ pairs, plus equal number of negative samples. Task: Binary Classification. Given a miRNA mature sequence and a target amino acid sequence, predict their likelihood of interaction. (1) The miRNA is mmu-miR-5122 with sequence CCGCGGGACCCGGGGCUGUG. The protein sequence of the target gene is MAVWEAEQLGGLQRGDLLTPPAPDGDGRTAPLGQPPGAQLYCPACLVTCHSQEAFENHCASSEHAQMVAFDQALPWEHRSPPPGLSKFELCPKPDLCEYGDACTKAHSAQELQEWVRRTQAVELRGQAAWQDGLVPYQERLLAEYQRSSSEVLVLAETLDGVRVTCNQPLMYQAQERKTQYSWTFAVHSEEPLLHVALLKQEPGADFSLVAPGLPPGRLYARGERFRVPSSTADFQVGVRVQAASFGTFEQWVVFDFGRRPVLLQKLGLQLGQGRRPGPCRNLALGHPEEMERWHTGNRH.... Result: 0 (no interaction). (2) The miRNA is hsa-miR-5579-3p with sequence UUAGCUUAAGGAGUACCAGAUC. The protein sequence of the target gene is MARVAWGLLWLLLGSAGAQYEKYSFRGFPPEDLMPLAAAYGHALEQYEGESWRESARYLEAALRLHRLLRDSEAFCHANCSGPAPAAKPDPDGGRADEWACELRLFGRVLERAACLRRCKRTLPAFQVPYPPRQLLRDFQSRLPYQYLHYALFKANRLEKAVAAAYTFLQRNPKHELTAKYLNYYQGMLDVADESLTDLEAQPYEAVFLRAVKLYNSGDFRSSTEDMERALSEYLAVFARCLAGCEGAHEQVDFKDFYPAIADLFAESLQCKVDCEANLTPNVGGYFVDKFVATMYHYLQ.... Result: 0 (no interaction).